This data is from NCI-60 drug combinations with 297,098 pairs across 59 cell lines. The task is: Regression. Given two drug SMILES strings and cell line genomic features, predict the synergy score measuring deviation from expected non-interaction effect. (1) Drug 1: CN(C)C1=NC(=NC(=N1)N(C)C)N(C)C. Drug 2: CC(C1=C(C=CC(=C1Cl)F)Cl)OC2=C(N=CC(=C2)C3=CN(N=C3)C4CCNCC4)N. Cell line: TK-10. Synergy scores: CSS=-3.51, Synergy_ZIP=1.87, Synergy_Bliss=2.57, Synergy_Loewe=-4.48, Synergy_HSA=-1.96. (2) Drug 1: CCCS(=O)(=O)NC1=C(C(=C(C=C1)F)C(=O)C2=CNC3=C2C=C(C=N3)C4=CC=C(C=C4)Cl)F. Drug 2: CC1=C(C=C(C=C1)C(=O)NC2=CC(=CC(=C2)C(F)(F)F)N3C=C(N=C3)C)NC4=NC=CC(=N4)C5=CN=CC=C5. Cell line: IGROV1. Synergy scores: CSS=2.17, Synergy_ZIP=-0.757, Synergy_Bliss=1.35, Synergy_Loewe=-0.684, Synergy_HSA=-0.644. (3) Drug 1: C1=NC(=NC(=O)N1C2C(C(C(O2)CO)O)O)N. Drug 2: C1CN1C2=NC(=NC(=N2)N3CC3)N4CC4. Cell line: OVCAR3. Synergy scores: CSS=42.2, Synergy_ZIP=-4.84, Synergy_Bliss=1.71, Synergy_Loewe=1.95, Synergy_HSA=4.00. (4) Drug 1: CNC(=O)C1=CC=CC=C1SC2=CC3=C(C=C2)C(=NN3)C=CC4=CC=CC=N4. Drug 2: B(C(CC(C)C)NC(=O)C(CC1=CC=CC=C1)NC(=O)C2=NC=CN=C2)(O)O. Cell line: PC-3. Synergy scores: CSS=0.360, Synergy_ZIP=0.521, Synergy_Bliss=-0.997, Synergy_Loewe=-5.05, Synergy_HSA=-3.34. (5) Drug 1: C1CCC(CC1)NC(=O)N(CCCl)N=O. Drug 2: C1C(C(OC1N2C=NC(=NC2=O)N)CO)O. Cell line: RXF 393. Synergy scores: CSS=23.7, Synergy_ZIP=-6.94, Synergy_Bliss=-3.17, Synergy_Loewe=-0.341, Synergy_HSA=-0.0539.